This data is from Full USPTO retrosynthesis dataset with 1.9M reactions from patents (1976-2016). The task is: Predict the reactants needed to synthesize the given product. (1) Given the product [Cl:1][C:2]1[CH:3]=[C:4]([O:12][CH3:13])[CH:5]=[C:7]([N+:9]([O-:11])=[O:10])[CH:8]=1, predict the reactants needed to synthesize it. The reactants are: [Cl:1][C:2]1[CH:8]=[C:7]([N+:9]([O-:11])=[O:10])[C:5](N)=[C:4]([O:12][CH3:13])[CH:3]=1.S(=O)(=O)(O)O.N([O-])=O.[Na+].[PH2](O)=O. (2) Given the product [CH3:1][O:2][CH2:3][CH2:4][O:5][C:6]1[CH:7]=[CH:8][C:9]([O:10][C:11]2[CH:16]=[C:15]([CH3:17])[C:14]([C:18]3[N:19]=[C:20]([NH:23][C:35](=[O:42])[C:36]4[CH:41]=[CH:40][N:39]=[CH:38][CH:37]=4)[S:21][CH:22]=3)=[C:13]([CH3:24])[CH:12]=2)=[CH:25][CH:26]=1, predict the reactants needed to synthesize it. The reactants are: [CH3:1][O:2][CH2:3][CH2:4][O:5][C:6]1[CH:26]=[CH:25][C:9]([O:10][C:11]2[CH:16]=[C:15]([CH3:17])[C:14]([C:18]3[N:19]=[C:20]([NH2:23])[S:21][CH:22]=3)=[C:13]([CH3:24])[CH:12]=2)=[CH:8][CH:7]=1.C(N(CC)CC)C.Cl.[C:35](Cl)(=[O:42])[C:36]1[CH:41]=[CH:40][N:39]=[CH:38][CH:37]=1. (3) Given the product [NH2:1][CH2:4][C:5]1([F:21])[CH2:6][CH2:7][N:8]([C:11]([O:13][CH2:14][C:15]2[CH:20]=[CH:19][CH:18]=[CH:17][CH:16]=2)=[O:12])[CH2:9][CH2:10]1, predict the reactants needed to synthesize it. The reactants are: [N:1]([CH2:4][C:5]1([F:21])[CH2:10][CH2:9][N:8]([C:11]([O:13][CH2:14][C:15]2[CH:20]=[CH:19][CH:18]=[CH:17][CH:16]=2)=[O:12])[CH2:7][CH2:6]1)=[N+]=[N-].O.C1(P(C2C=CC=CC=2)C2C=CC=CC=2)C=CC=CC=1.